This data is from Reaction yield outcomes from USPTO patents with 853,638 reactions. The task is: Predict the reaction yield, written as a fraction of the theoretical maximum amount of product (1.0 means a 100% yield; for example, 0.34 means a 34% yield). (1) The reactants are [Br:1][C:2]1[C:3]([N:17]2[CH2:22][CH2:21][CH2:20][C@@H:19]([NH:23]C(=O)OC(C)(C)C)[CH2:18]2)=[C:4]2[C:10]([NH:11][C:12](=[O:16])[CH2:13][O:14][CH3:15])=[CH:9][NH:8][C:5]2=[N:6][CH:7]=1.O1CCOCC1.[ClH:37]. The catalyst is C(O)(C(F)(F)F)=O.CO. The product is [ClH:37].[NH2:23][C@@H:19]1[CH2:20][CH2:21][CH2:22][N:17]([C:3]2[C:2]([Br:1])=[CH:7][N:6]=[C:5]3[NH:8][CH:9]=[C:10]([NH:11][C:12](=[O:16])[CH2:13][O:14][CH3:15])[C:4]=23)[CH2:18]1. The yield is 0.550. (2) The yield is 0.720. The product is [CH3:14][C:5]1[CH:4]=[C:3]([CH:1]=[CH2:15])[CH:13]=[CH:12][C:6]=1[C:7]([O:9][CH2:10][CH3:11])=[O:8]. The catalyst is O1CCOCC1.[Br-].C[P+](C1C=CC=CC=1)(C1C=CC=CC=1)C1C=CC=CC=1. The reactants are [CH:1]([C:3]1[CH:13]=[CH:12][C:6]([C:7]([O:9][CH2:10][CH3:11])=[O:8])=[C:5]([CH3:14])[CH:4]=1)=O.[C:15](=O)([O-])[O-].[K+].[K+]. (3) The product is [C:13]([C:15]1[N:19]([CH3:20])[C:18]([C:2]2[CH:7]=[CH:6][C:5]([S:8]([NH:11][CH3:12])(=[O:10])=[O:9])=[CH:4][CH:3]=2)=[CH:17][CH:16]=1)#[N:14]. The reactants are Br[C:2]1[CH:7]=[CH:6][C:5]([S:8]([NH:11][CH3:12])(=[O:10])=[O:9])=[CH:4][CH:3]=1.[C:13]([C:15]1[N:19]([CH3:20])[C:18](B(O)O)=[CH:17][CH:16]=1)#[N:14].[F-].[K+].C(P(C(C)(C)C)C(C)(C)C)(C)(C)C. The catalyst is C1C=CC(/C=C/C(/C=C/C2C=CC=CC=2)=O)=CC=1.C1C=CC(/C=C/C(/C=C/C2C=CC=CC=2)=O)=CC=1.C1C=CC(/C=C/C(/C=C/C2C=CC=CC=2)=O)=CC=1.[Pd].[Pd]. The yield is 0.250. (4) The reactants are C([O:8][C:9]1[C:10](=[O:34])[N:11](COCC2C=CC=CC=2)[C:12](=[O:24])[N:13]([CH2:15][C:16](=[O:23])[C:17]2[CH:22]=[CH:21][CH:20]=[CH:19][CH:18]=2)[N:14]=1)C1C=CC=CC=1.B(Br)(Br)Br.O. The catalyst is CO.CCOC(C)=O.C(N(CC)CC)C.ClCCl.C1CC=CCCC=C1.C1CC=CCCC=C1.[Cl-].[Cl-].[Rh].[Rh]. The product is [OH:8][C:9]1[C:10](=[O:34])[NH:11][C:12](=[O:24])[N:13]([CH2:15][CH:16]([OH:23])[C:17]2[CH:22]=[CH:21][CH:20]=[CH:19][CH:18]=2)[N:14]=1. The yield is 0.260.